Dataset: Reaction yield outcomes from USPTO patents with 853,638 reactions. Task: Predict the reaction yield, written as a fraction of the theoretical maximum amount of product (1.0 means a 100% yield; for example, 0.34 means a 34% yield). (1) The reactants are C1(P(C2C=CC=CC=2)C2C=CC=CC=2)C=CC=CC=1.[OH-].[Na+].[C:22]1([CH:28]([CH3:31])[CH:29]=[O:30])[CH:27]=[CH:26][CH:25]=[CH:24][CH:23]=1.[H][H]. No catalyst specified. The product is [C:22]1([CH:28]([CH3:31])[CH2:29][OH:30])[CH:27]=[CH:26][CH:25]=[CH:24][CH:23]=1. The yield is 0.580. (2) The reactants are [F:1][C:2]1[CH:10]=[CH:9][C:5]([C:6]([OH:8])=[O:7])=[CH:4][CH:3]=1.[Cl:11][S:12](O)(=[O:14])=[O:13]. No catalyst specified. The product is [Cl:11][S:12]([C:3]1[CH:4]=[C:5]([CH:9]=[CH:10][C:2]=1[F:1])[C:6]([OH:8])=[O:7])(=[O:14])=[O:13]. The yield is 0.743. (3) The reactants are [C:1]([C:5]1[CH:6]=[CH:7][C:8]2[O:12][C:11]([C:13]3[CH:14]=[C:15]([CH:19]=[C:20]([N+:22]([O-:24])=[O:23])[CH:21]=3)[C:16](Cl)=[O:17])=[N:10][C:9]=2[CH:25]=1)([CH3:4])([CH3:3])[CH3:2].[Cl:26][C:27]1[C:28]([CH3:34])=[C:29]([NH2:33])[CH:30]=[CH:31][CH:32]=1.C(N(CC)CC)C.O. The catalyst is CN(C)C1C=CN=CC=1.C(#N)C. The product is [C:1]([C:5]1[CH:6]=[CH:7][C:8]2[O:12][C:11]([C:13]3[CH:14]=[C:15]([CH:19]=[C:20]([N+:22]([O-:24])=[O:23])[CH:21]=3)[C:16]([NH:33][C:29]3[CH:30]=[CH:31][CH:32]=[C:27]([Cl:26])[C:28]=3[CH3:34])=[O:17])=[N:10][C:9]=2[CH:25]=1)([CH3:4])([CH3:2])[CH3:3]. The yield is 0.560. (4) The reactants are [F:1][C:2]1[C:11]([CH2:12][C:13]([OH:15])=[O:14])=[C:10]([F:16])[CH:9]=[C:8]2[C:3]=1[CH:4]=[CH:5][CH:6]=[N:7]2.S(=O)(=O)(O)O.[CH3:22]O. No catalyst specified. The product is [CH3:22][O:14][C:13](=[O:15])[CH2:12][C:11]1[C:2]([F:1])=[C:3]2[C:8](=[CH:9][C:10]=1[F:16])[N:7]=[CH:6][CH:5]=[CH:4]2. The yield is 0.980. (5) The reactants are [Br:1][CH:2]([C:6]1[CH:11]=[CH:10][CH:9]=[CH:8][CH:7]=1)[C:3]([OH:5])=[O:4].[C:12]1([C@@H:18](O)[CH3:19])[CH:17]=[CH:16][CH:15]=[CH:14][CH:13]=1.CCN=C=NCCCN(C)C. The catalyst is CN(C1C=CN=CC=1)C.ClCCl.C(OCC)(=O)C. The product is [Br:1][CH:2]([C:6]1[CH:11]=[CH:10][CH:9]=[CH:8][CH:7]=1)[C:3]([O:5][C@H:18]([C:12]1[CH:17]=[CH:16][CH:15]=[CH:14][CH:13]=1)[CH3:19])=[O:4]. The yield is 0.730. (6) The catalyst is C(=S)=S. The yield is 0.810. The product is [CH3:23][O:22][C:20]([C:17]1([C:14]2[CH:15]=[CH:16][C:11]([OH:10])=[C:12]([C:5](=[O:7])[CH3:6])[CH:13]=2)[CH2:19][CH2:18]1)=[O:21]. The reactants are [Al+3].[Cl-].[Cl-].[Cl-].[C:5](Cl)(=[O:7])[CH3:6].C[O:10][C:11]1[CH:16]=[CH:15][C:14]([C:17]2([C:20]([O:22][CH3:23])=[O:21])[CH2:19][CH2:18]2)=[CH:13][CH:12]=1. (7) The reactants are [CH2:1]([NH:3][CH2:4][CH3:5])[CH3:2].C([NH:9][C:10]1[CH:19]=[CH:18][C:13]([S:14](Cl)(=[O:16])=[O:15])=[CH:12][CH:11]=1)(=O)C.Cl.[OH-].[Na+]. The catalyst is N1C=CC=CC=1.O.CCO. The product is [NH2:9][C:10]1[CH:19]=[CH:18][C:13]([S:14]([N:3]([CH2:4][CH3:5])[CH2:1][CH3:2])(=[O:16])=[O:15])=[CH:12][CH:11]=1. The yield is 0.620.